Dataset: Catalyst prediction with 721,799 reactions and 888 catalyst types from USPTO. Task: Predict which catalyst facilitates the given reaction. Reactant: [C:1]1([N:7]2[C:12](=O)C3SC=C(C4C=CC=CC=4)C=3N=C2)[CH:6]=[CH:5][CH:4]=[CH:3][CH:2]=1.[NH2:23][C:24]1[C:28]([C:29]2[CH:34]=[CH:33][CH:32]=[CH:31][C:30]=2[F:35])=[CH:27][S:26][C:25]=1[C:36]([O:38]C)=O.C(OCC)(OCC)[O:41]CC.NC1C=C(O)C=CC=1. Product: [F:35][C:30]1[CH:31]=[CH:32][CH:33]=[CH:34][C:29]=1[C:28]1[C:24]2[N:23]=[CH:12][N:7]([C:1]3[CH:6]=[CH:5][CH:4]=[C:3]([OH:41])[CH:2]=3)[C:36](=[O:38])[C:25]=2[S:26][CH:27]=1. The catalyst class is: 15.